Dataset: Catalyst prediction with 721,799 reactions and 888 catalyst types from USPTO. Task: Predict which catalyst facilitates the given reaction. (1) Reactant: C(NC(C)C)(C)C.C([Li])CCC.C[Si]([CH2:17][C:18]([O:20][CH3:21])=[O:19])(C)C.[Si]([O:29][C@H:30]1[C:35](=[CH2:36])[C@H:34]([O:37][Si:38]([C:51]([CH3:54])([CH3:53])[CH3:52])([C:45]2[CH:50]=[CH:49][CH:48]=[CH:47][CH:46]=2)[C:39]2[CH:44]=[CH:43][CH:42]=[CH:41][CH:40]=2)[CH2:33][C:32](=O)[CH2:31]1)(C(C)(C)C)(C)C. Product: [Si:38]([O:37][C@H:34]1[C:35](=[CH2:36])[C@H:30]([OH:29])[CH2:31]/[C:32](=[CH:17]/[C:18]([O:20][CH3:21])=[O:19])/[CH2:33]1)([C:51]([CH3:54])([CH3:53])[CH3:52])([C:45]1[CH:50]=[CH:49][CH:48]=[CH:47][CH:46]=1)[C:39]1[CH:40]=[CH:41][CH:42]=[CH:43][CH:44]=1. The catalyst class is: 7. (2) Reactant: [CH3:1][N:2]([CH3:12])[CH:3]=[N:4][C:5]1[N:6]=[N:7][C:8]([Cl:11])=[CH:9][CH:10]=1.[CH2:13]([O:15][C:16](=[O:19])[CH2:17][Br:18])[CH3:14]. Product: [Br-:18].[Cl:11][C:8]1[N:7]=[N+:6]([CH2:17][C:16]([O:15][CH2:13][CH3:14])=[O:19])[C:5]([N:4]=[CH:3][N:2]([CH3:12])[CH3:1])=[CH:10][CH:9]=1. The catalyst class is: 10.